This data is from Forward reaction prediction with 1.9M reactions from USPTO patents (1976-2016). The task is: Predict the product of the given reaction. (1) Given the reactants [Cl:1][C:2]1[CH:7]=[CH:6][C:5]2=[N:8][C:9]3[C:22]4[CH:21]=[CH:20][CH:19]=[CH:18][C:17]=4[N:16]([CH3:23])[C:15]4[C:10]=3[C:11]([CH:12]=[C:13]([O:24]C)[CH:14]=4)=[C:4]2[CH:3]=1.ClC1C=CC2=NC3C4C=CC=CC=4NC4C=3C(C=C(OC)C=4)=C2C=1.[Cl-].[Al+3].[Cl-].[Cl-], predict the reaction product. The product is: [Cl:1][C:2]1[CH:7]=[CH:6][C:5]2=[N:8][C:9]3[C:22]4[CH:21]=[CH:20][CH:19]=[CH:18][C:17]=4[N:16]([CH3:23])[C:15]4[C:10]=3[C:11]([CH:12]=[C:13]([OH:24])[CH:14]=4)=[C:4]2[CH:3]=1. (2) The product is: [NH2:1][C:2]1[CH:3]=[C:4]([S:8][CH2:10][CH2:11][CH2:12][CH2:13][CH2:14][C:15]([O:17][CH2:18][CH3:19])=[O:16])[CH:5]=[CH:6][CH:7]=1. Given the reactants [NH2:1][C:2]1[CH:3]=[C:4]([SH:8])[CH:5]=[CH:6][CH:7]=1.Br[CH2:10][CH2:11][CH2:12][CH2:13][CH2:14][C:15]([O:17][CH2:18][CH3:19])=[O:16].[OH-].[Na+], predict the reaction product. (3) Given the reactants [BH4-].[Na+].[CH3:3][O:4][C:5]1[CH:6]=[C:7]([N:14]2[CH2:19][CH2:18][CH:17]([N:20]3[CH2:25][CH2:24][N:23]([CH2:26][CH2:27][S:28]([CH3:31])(=[O:30])=[O:29])[CH2:22][CH2:21]3)[CH2:16][CH2:15]2)[CH:8]=[CH:9][C:10]=1[N+:11]([O-])=O.CO, predict the reaction product. The product is: [CH3:3][O:4][C:5]1[CH:6]=[C:7]([N:14]2[CH2:15][CH2:16][CH:17]([N:20]3[CH2:21][CH2:22][N:23]([CH2:26][CH2:27][S:28]([CH3:31])(=[O:29])=[O:30])[CH2:24][CH2:25]3)[CH2:18][CH2:19]2)[CH:8]=[CH:9][C:10]=1[NH2:11]. (4) Given the reactants Cl[C:2]1[C:7]([N+:8]([O-:10])=[O:9])=[CH:6][CH:5]=[CH:4][N:3]=1.[CH3:11][O:12][C:13](=[O:24])[CH2:14][C:15]1[C:20]([Cl:21])=[CH:19][C:18]([NH2:22])=[CH:17][C:16]=1[Cl:23].Cl.O1CCOCC1, predict the reaction product. The product is: [CH3:11][O:12][C:13](=[O:24])[CH2:14][C:15]1[C:16]([Cl:23])=[CH:17][C:18]([NH:22][C:2]2[C:7]([N+:8]([O-:10])=[O:9])=[CH:6][CH:5]=[CH:4][N:3]=2)=[CH:19][C:20]=1[Cl:21]. (5) Given the reactants C([O:5][C:6]([CH2:8][N:9]1[C:14](=[O:15])[CH:13]=[CH:12][C:11]([C:16]2[CH:26]=[CH:25][C:19]([C:20]([O:22][CH2:23][CH3:24])=[O:21])=[CH:18][CH:17]=2)=[CH:10]1)=[O:7])(C)(C)C.FC(F)(F)C(O)=O, predict the reaction product. The product is: [C:6]([CH2:8][N:9]1[C:14](=[O:15])[CH:13]=[CH:12][C:11]([C:16]2[CH:17]=[CH:18][C:19]([C:20]([O:22][CH2:23][CH3:24])=[O:21])=[CH:25][CH:26]=2)=[CH:10]1)([OH:7])=[O:5]. (6) Given the reactants [OH:1][CH2:2][CH2:3][NH:4][CH2:5][CH:6]([C:8]1[CH:13]=[CH:12][N:11]=[C:10]([CH:14]([CH3:16])[CH3:15])[N:9]=1)[OH:7].NCC(C1C=CN=C(C(C)C)N=1)O.[C:30](O[C:30]([O:32][C:33]([CH3:36])([CH3:35])[CH3:34])=[O:31])([O:32][C:33]([CH3:36])([CH3:35])[CH3:34])=[O:31], predict the reaction product. The product is: [C:33]([O:32][C:30](=[O:31])[N:4]([CH2:3][CH2:2][OH:1])[CH2:5][CH:6]([OH:7])[C:8]1[CH:13]=[CH:12][N:11]=[C:10]([CH:14]([CH3:16])[CH3:15])[N:9]=1)([CH3:36])([CH3:35])[CH3:34]. (7) Given the reactants [CH3:1][C:2]1[C:6]([C:7]([OH:9])=O)=[C:5]([CH3:10])[N:4]([C:11]2[CH:16]=[CH:15][CH:14]=[C:13]([N+:17]([O-:19])=[O:18])[CH:12]=2)[N:3]=1.[N:20]1([CH:25]2[CH2:30][CH2:29][NH:28][CH2:27][CH2:26]2)[CH2:24][CH2:23][CH2:22][CH2:21]1, predict the reaction product. The product is: [CH3:1][C:2]1[C:6]([C:7]([N:28]2[CH2:29][CH2:30][CH:25]([N:20]3[CH2:24][CH2:23][CH2:22][CH2:21]3)[CH2:26][CH2:27]2)=[O:9])=[C:5]([CH3:10])[N:4]([C:11]2[CH:16]=[CH:15][CH:14]=[C:13]([N+:17]([O-:19])=[O:18])[CH:12]=2)[N:3]=1.